Dataset: Reaction yield outcomes from USPTO patents with 853,638 reactions. Task: Predict the reaction yield, written as a fraction of the theoretical maximum amount of product (1.0 means a 100% yield; for example, 0.34 means a 34% yield). (1) The reactants are [CH2:1]([N:3]1[C:7]([C:8]2[S:9][CH:10]=[CH:11][CH:12]=2)=[N:6][N:5]=[C:4]1[S:13][CH3:14])[CH3:2].OO.[OH-:17].[Na+].C(O)(=[O:21])C. No catalyst specified. The product is [CH2:1]([N:3]1[C:7]([C:8]2[S:9][CH:10]=[CH:11][CH:12]=2)=[N:6][N:5]=[C:4]1[S:13]([CH3:14])(=[O:21])=[O:17])[CH3:2]. The yield is 0.600. (2) The yield is 0.550. The reactants are [F:1][C:2]1[CH:3]=[C:4]2[C:8](=[CH:9][CH:10]=1)[NH:7][C:6](=[O:11])[CH2:5]2.[CH2:12]([N:14]([CH2:29][CH3:30])[CH2:15][CH2:16][NH:17][C:18]([C:20]1[C:24]([CH3:25])=[C:23]([CH:26]=O)[NH:22][C:21]=1[CH3:28])=[O:19])[CH3:13]. No catalyst specified. The product is [CH2:29]([N:14]([CH2:12][CH3:13])[CH2:15][CH2:16][NH:17][C:18]([C:20]1[C:24]([CH3:25])=[C:23]([CH:26]=[C:5]2[C:4]3[C:8](=[CH:9][CH:10]=[C:2]([F:1])[CH:3]=3)[NH:7][C:6]2=[O:11])[NH:22][C:21]=1[CH3:28])=[O:19])[CH3:30]. (3) The reactants are [C:1]1([C:7]#[C:8][C:9]2[CH:18]=[CH:17][C:12]([C:13]([O:15][CH3:16])=[O:14])=[CH:11][CH:10]=2)[CH:6]=[CH:5][CH:4]=[CH:3][CH:2]=1.CC([O:22][C:23]([S:25][S:25][C:23]([O:22]C(C)C)=[S:24])=[S:24])C.N(C1(C#N)CCCCC1)=NC1(C#N)CCCCC1. The catalyst is C1(C)C=CC=C(C)C=1. The product is [O:22]=[C:23]1[S:25][C:8]([C:9]2[CH:10]=[CH:11][C:12]([C:13]([O:15][CH3:16])=[O:14])=[CH:17][CH:18]=2)=[C:7]([C:1]2[CH:2]=[CH:3][CH:4]=[CH:5][CH:6]=2)[S:24]1. The yield is 0.370. (4) The reactants are [NH:1]([C:8]1[N:9]([C:21]2[CH:26]=[CH:25][CH:24]=[CH:23][CH:22]=2)[C:10]2[C:15]([C:16](=[O:18])[CH:17]=1)=[C:14](Cl)[N:13]=[C:12]([CH3:20])[CH:11]=2)[C:2]1[CH:7]=[CH:6][CH:5]=[CH:4][CH:3]=1.[CH3:27][Mg+].[Br-]. The catalyst is C1COCC1.Cl[Ni]1(Cl)[P](C2C=CC=CC=2)(C2C=CC=CC=2)CCC[P]1(C1C=CC=CC=1)C1C=CC=CC=1. The product is [NH:1]([C:8]1[N:9]([C:21]2[CH:26]=[CH:25][CH:24]=[CH:23][CH:22]=2)[C:10]2[C:15]([C:16](=[O:18])[CH:17]=1)=[C:14]([CH3:27])[N:13]=[C:12]([CH3:20])[CH:11]=2)[C:2]1[CH:7]=[CH:6][CH:5]=[CH:4][CH:3]=1. The yield is 0.400. (5) The reactants are Cl[C:2]1[N:7]=[C:6]([CH:8]([CH:11]2[N:15]([CH2:16][CH3:17])[C:14]3[CH:18]=[CH:19][CH:20]=[CH:21][C:13]=3[NH:12]2)[C:9]#[N:10])[CH:5]=[CH:4][N:3]=1.[NH2:22][CH2:23][CH2:24][C:25]1[CH:26]=[N:27][CH:28]=[CH:29][CH:30]=1. No catalyst specified. The product is [CH2:16]([N:15]1[C:14]2[CH:18]=[CH:19][CH:20]=[CH:21][C:13]=2[N:12]=[C:11]1[CH:8]([C:6]1[CH:5]=[CH:4][N:3]=[C:2]([NH:22][CH2:23][CH2:24][C:25]2[CH:26]=[N:27][CH:28]=[CH:29][CH:30]=2)[N:7]=1)[C:9]#[N:10])[CH3:17]. The yield is 0.700. (6) The reactants are C(=O)([O-])[O-].[K+].[K+].Cl[C:8]1[N:13]=[C:12]([S:14][CH2:15][CH2:16][CH3:17])[C:11]([C:18]([NH:20][CH:21]2[CH2:26][CH2:25][CH2:24][CH2:23][CH2:22]2)=[O:19])=[CH:10][N:9]=1.Cl.[NH:28]1[CH2:33][CH2:32][CH2:31][C@@H:30]([CH2:34][C:35]([O:37][CH3:38])=[O:36])[CH2:29]1. The catalyst is C(#N)CCC.CCOC(C)=O. The product is [CH:21]1([NH:20][C:18]([C:11]2[C:12]([S:14][CH2:15][CH2:16][CH3:17])=[N:13][C:8]([N:28]3[CH2:33][CH2:32][CH2:31][C@@H:30]([CH2:34][C:35]([O:37][CH3:38])=[O:36])[CH2:29]3)=[N:9][CH:10]=2)=[O:19])[CH2:26][CH2:25][CH2:24][CH2:23][CH2:22]1. The yield is 0.920.